Task: Predict the product of the given reaction.. Dataset: Forward reaction prediction with 1.9M reactions from USPTO patents (1976-2016) (1) The product is: [C:10]([O:9][C:8]([CH2:35][CH2:36][O:37][CH2:30][CH2:31][NH:32][C:18](=[O:20])/[CH:17]=[CH:16]/[C:15]([O:22][CH3:23])=[O:21])=[O:14])([CH3:11])([CH3:12])[CH3:13]. Given the reactants NCCOCCN[C:8](=[O:14])[O:9][C:10]([CH3:13])([CH3:12])[CH3:11].[C:15]([O:22][CH3:23])(=[O:21])/[CH:16]=[CH:17]/[C:18]([O-:20])=O.CCN=C=NC[CH2:30][CH2:31][N:32](C)C.[CH3:35][CH2:36][O:37]C(C)=O, predict the reaction product. (2) Given the reactants Cl.[NH2:2][C@@H:3]([CH:28]([CH3:30])[CH3:29])[C:4]([N:6]1[CH2:10][C@H:9]([OH:11])[CH2:8][C@H:7]1[C:12]([NH:14][CH2:15][C:16]1[CH:21]=[CH:20][C:19]([C:22]2[S:26][CH:25]=[N:24][C:23]=2[CH3:27])=[CH:18][CH:17]=1)=[O:13])=[O:5].[CH3:31][O:32][CH2:33][C:34](O)=[O:35].CCN(C(C)C)C(C)C.CN(C(ON1N=NC2C=CC=NC1=2)=[N+](C)C)C.F[P-](F)(F)(F)(F)F, predict the reaction product. The product is: [OH:11][C@H:9]1[CH2:10][N:6]([C:4](=[O:5])[C@@H:3]([NH:2][C:34](=[O:35])[CH2:33][O:32][CH3:31])[CH:28]([CH3:30])[CH3:29])[C@H:7]([C:12]([NH:14][CH2:15][C:16]2[CH:21]=[CH:20][C:19]([C:22]3[S:26][CH:25]=[N:24][C:23]=3[CH3:27])=[CH:18][CH:17]=2)=[O:13])[CH2:8]1. (3) The product is: [C:1]([N:5]1[C:9]([C:10]2[CH:15]=[CH:14][C:13]([F:16])=[CH:12][CH:11]=2)=[CH:8][C:7]([CH2:17][CH2:18][CH2:19][N:32]2[CH2:33][CH2:34][N:29]([C:23]3[CH:24]=[CH:25][C:26]([CH3:28])=[CH:27][C:22]=3[CH3:21])[CH2:30][CH2:31]2)=[N:6]1)([CH3:4])([CH3:3])[CH3:2]. Given the reactants [C:1]([N:5]1[C:9]([C:10]2[CH:15]=[CH:14][C:13]([F:16])=[CH:12][CH:11]=2)=[CH:8][C:7]([CH2:17][CH2:18][CH:19]=O)=[N:6]1)([CH3:4])([CH3:3])[CH3:2].[CH3:21][C:22]1[CH:27]=[C:26]([CH3:28])[CH:25]=[CH:24][C:23]=1[N:29]1[CH2:34][CH2:33][NH:32][CH2:31][CH2:30]1.CCN(C(C)C)C(C)C.[BH-](OC(C)=O)(OC(C)=O)OC(C)=O.[Na+], predict the reaction product. (4) Given the reactants CS(O[CH:6]([C:8]1[CH:13]=[CH:12][C:11]([N+:14]([O-:16])=[O:15])=[C:10]([CH3:17])[CH:9]=1)[CH3:7])(=O)=O.[F:18][C:19]([F:33])([C:24]1[N:28]=[C:27]([C:29]([F:32])([F:31])[F:30])[NH:26][N:25]=1)[C:20]([F:23])([F:22])[F:21].C(=O)([O-])[O-].[K+].[K+].C1OCCOCCOCCOCCOCCOC1, predict the reaction product. The product is: [CH3:17][C:10]1[CH:9]=[C:8]([CH:6]([N:25]2[C:24]([C:19]([F:18])([F:33])[C:20]([F:23])([F:22])[F:21])=[N:28][C:27]([C:29]([F:30])([F:31])[F:32])=[N:26]2)[CH3:7])[CH:13]=[CH:12][C:11]=1[N+:14]([O-:16])=[O:15].[CH3:17][C:10]1[CH:9]=[C:8]([CH:6]([N:26]2[C:27]([C:29]([F:32])([F:31])[F:30])=[N:28][C:24]([C:19]([F:18])([F:33])[C:20]([F:21])([F:22])[F:23])=[N:25]2)[CH3:7])[CH:13]=[CH:12][C:11]=1[N+:14]([O-:16])=[O:15]. (5) Given the reactants [NH2:1][C:2]1[S:3][C:4]([C:8]([O:10]CC)=[O:9])=[C:5]([CH3:7])[N:6]=1.[OH-].[Na+].O1CCCC1, predict the reaction product. The product is: [NH2:1][C:2]1[S:3][C:4]([C:8]([OH:10])=[O:9])=[C:5]([CH3:7])[N:6]=1. (6) Given the reactants [CH3:1][C:2]1[CH:3]=[CH:4][C:5]([N+:15]([O-])=O)=[C:6]([NH:8][C:9]2[CH:14]=[CH:13][CH:12]=[CH:11][CH:10]=2)[CH:7]=1, predict the reaction product. The product is: [CH3:1][C:2]1[CH:7]=[C:6]([NH:8][C:9]2[CH:10]=[CH:11][CH:12]=[CH:13][CH:14]=2)[C:5]([NH2:15])=[CH:4][CH:3]=1. (7) Given the reactants [Cl:1][C:2]1[CH:3]=[C:4]([CH:7]=[CH:8][C:9]=1Cl)[C:5]#[N:6].[F-:11].[K+], predict the reaction product. The product is: [Cl:1][C:2]1[CH:3]=[C:4]([CH:7]=[CH:8][C:9]=1[F:11])[C:5]#[N:6]. (8) Given the reactants [F:1][C:2]1[CH:3]=[C:4]([C@@H:9]2[C:14]([C:15]([OH:17])=O)=[C:13]([CH2:18][O:19][CH3:20])[NH:12][C:11](=[O:21])[NH:10]2)[CH:5]=[CH:6][C:7]=1[F:8].C(Cl)CCl.CN1CCOCC1.[N+:33]([C:36]1[CH:37]=[C:38]([C:42]2[CH2:43][CH2:44][N:45]([CH2:48][CH2:49][CH2:50][NH2:51])[CH2:46][CH:47]=2)[CH:39]=[CH:40][CH:41]=1)([O-:35])=[O:34].O=C1NCC(C(N)=O)=CN1, predict the reaction product. The product is: [F:1][C:2]1[CH:3]=[C:4]([C@@H:9]2[C:14]([C:15]([NH:51][CH2:50][CH2:49][CH2:48][N:45]3[CH2:44][CH:43]=[C:42]([C:38]4[CH:39]=[CH:40][CH:41]=[C:36]([N+:33]([O-:35])=[O:34])[CH:37]=4)[CH2:47][CH2:46]3)=[O:17])=[C:13]([CH2:18][O:19][CH3:20])[NH:12][C:11](=[O:21])[NH:10]2)[CH:5]=[CH:6][C:7]=1[F:8]. (9) The product is: [CH:11]1([NH:10][CH:8]([C:5]2[CH:6]=[CH:7][C:2]([C:35]3[C:36]4[C:37]5[CH:50]=[CH:49][S:48][C:38]=5[C:39](=[O:47])[NH:40][C:41]=4[CH:42]=[CH:43][C:44]=3[O:45][CH3:46])=[CH:3][CH:4]=2)[CH3:9])[CH2:15][CH2:14][CH2:13][CH2:12]1. Given the reactants Br[C:2]1[CH:7]=[CH:6][C:5]([CH:8]([NH:10][CH:11]2[CH2:15][CH2:14][CH2:13][CH2:12]2)[CH3:9])=[CH:4][CH:3]=1.B1(B2OC(C)(C)C(C)(C)O2)OC(C)(C)C(C)(C)O1.Br[C:35]1[C:36]2[C:37]3[CH:50]=[CH:49][S:48][C:38]=3[C:39](=[O:47])[NH:40][C:41]=2[CH:42]=[CH:43][C:44]=1[O:45][CH3:46], predict the reaction product. (10) Given the reactants [CH3:1][C:2]1[CH:7]=[CH:6][N:5]=[C:4]([NH:8][CH2:9][CH:10]2[CH2:27][CH2:26][C:13]3([C:21]4[C:16](=[CH:17][CH:18]=[CH:19][CH:20]=4)[N:15]([S:22]([CH3:25])(=[O:24])=[O:23])[CH2:14]3)[CH2:12][CH2:11]2)[C:3]=1[NH2:28].O.ON1C2C=CC=CC=2N=N1.[F:40][C:41]([F:47])([F:46])[CH2:42][C:43](O)=[O:44].CCN(CC)CC.Cl.CN(C)CCCC(N=C=N)C, predict the reaction product. The product is: [F:40][C:41]([F:47])([F:46])[CH2:42][C:43]([NH:28][C:3]1[C:4]([NH:8][CH2:9][CH:10]2[CH2:11][CH2:12][C:13]3([C:21]4[C:16](=[CH:17][CH:18]=[CH:19][CH:20]=4)[N:15]([S:22]([CH3:25])(=[O:24])=[O:23])[CH2:14]3)[CH2:26][CH2:27]2)=[N:5][CH:6]=[CH:7][C:2]=1[CH3:1])=[O:44].